Dataset: Catalyst prediction with 721,799 reactions and 888 catalyst types from USPTO. Task: Predict which catalyst facilitates the given reaction. (1) Product: [Cl:10][C:11]1[CH:12]=[CH:13][C:14]([O:27][CH2:28][CH:29]([CH3:31])[CH3:30])=[C:15]([CH2:17][C:18]2[O:22][C:21]([C:23]3[NH:8][C:1]4[CH:6]=[CH:5][CH:4]=[CH:3][C:2]=4[N:7]=3)=[CH:20][CH:19]=2)[CH:16]=1. Reactant: [C:1]1([NH2:8])[CH:6]=[CH:5][CH:4]=[CH:3][C:2]=1[NH2:7].Cl.[Cl:10][C:11]1[CH:12]=[CH:13][C:14]([O:27][CH2:28][CH:29]([CH3:31])[CH3:30])=[C:15]([CH2:17][C:18]2[O:22][C:21]([C:23](=N)OC)=[CH:20][CH:19]=2)[CH:16]=1. The catalyst class is: 621. (2) Reactant: [CH2:1]([C:3]1[C:4]([C:27]2[CH:32]=[CH:31][CH:30]=[CH:29][CH:28]=2)=[C:5]([O:15][C:16]2[CH:21]=[CH:20][C:19](/[CH:22]=[CH:23]/[C:24]([OH:26])=[O:25])=[CH:18][CH:17]=2)[C:6]2[C:11]([CH:12]=1)=[CH:10][C:9]([O:13]C)=[CH:8][CH:7]=2)[CH3:2].B(Br)(Br)Br. Product: [CH2:1]([C:3]1[C:4]([C:27]2[CH:32]=[CH:31][CH:30]=[CH:29][CH:28]=2)=[C:5]([O:15][C:16]2[CH:21]=[CH:20][C:19](/[CH:22]=[CH:23]/[C:24]([OH:26])=[O:25])=[CH:18][CH:17]=2)[C:6]2[C:11]([CH:12]=1)=[CH:10][C:9]([OH:13])=[CH:8][CH:7]=2)[CH3:2]. The catalyst class is: 2.